From a dataset of Catalyst prediction with 721,799 reactions and 888 catalyst types from USPTO. Predict which catalyst facilitates the given reaction. Reactant: C(Cl)Cl.[CH2:4]([CH:6]([C:9]1[C:10]2[N:11]([C:16]([C:20]3[O:21][CH:22]=[CH:23][C:24]=3[CH3:25])=[C:17]([CH3:19])[N:18]=2)[N:12]=[C:13]([CH3:15])[CH:14]=1)[CH2:7][CH3:8])[CH3:5].C1C(=O)N([Br:33])C(=O)C1. Product: [Br:33][C:22]1[O:21][C:20]([C:16]2[N:11]3[N:12]=[C:13]([CH3:15])[CH:14]=[C:9]([CH:6]([CH2:7][CH3:8])[CH2:4][CH3:5])[C:10]3=[N:18][C:17]=2[CH3:19])=[C:24]([CH3:25])[CH:23]=1. The catalyst class is: 6.